From a dataset of NCI-60 drug combinations with 297,098 pairs across 59 cell lines. Regression. Given two drug SMILES strings and cell line genomic features, predict the synergy score measuring deviation from expected non-interaction effect. (1) Drug 1: CC1=C(C=C(C=C1)NC2=NC=CC(=N2)N(C)C3=CC4=NN(C(=C4C=C3)C)C)S(=O)(=O)N.Cl. Drug 2: CN1C(=O)N2C=NC(=C2N=N1)C(=O)N. Cell line: SF-295. Synergy scores: CSS=-1.40, Synergy_ZIP=-1.98, Synergy_Bliss=-3.84, Synergy_Loewe=-2.45, Synergy_HSA=-2.50. (2) Drug 1: C(=O)(N)NO. Drug 2: CCC1(C2=C(COC1=O)C(=O)N3CC4=CC5=C(C=CC(=C5CN(C)C)O)N=C4C3=C2)O.Cl. Cell line: NCI-H322M. Synergy scores: CSS=5.36, Synergy_ZIP=-0.848, Synergy_Bliss=1.95, Synergy_Loewe=-11.0, Synergy_HSA=-1.32. (3) Drug 1: C1CC(=O)NC(=O)C1N2CC3=C(C2=O)C=CC=C3N. Drug 2: C1=C(C(=O)NC(=O)N1)F. Cell line: SN12C. Synergy scores: CSS=26.9, Synergy_ZIP=-1.75, Synergy_Bliss=0.445, Synergy_Loewe=1.47, Synergy_HSA=3.81.